Dataset: Retrosynthesis with 50K atom-mapped reactions and 10 reaction types from USPTO. Task: Predict the reactants needed to synthesize the given product. (1) Given the product CCOC[C@]1(C(=O)N2CCN(c3cc(C(F)(F)F)ccn3)CC2)CC[C@@H](N[C@@H]2CCOCC2C)C1, predict the reactants needed to synthesize it. The reactants are: CC1COCCC1=O.CCOC[C@]1(C(=O)N2CCN(c3cc(C(F)(F)F)ccn3)CC2)CC[C@@H](N)C1. (2) Given the product CCC(=C(c1ccc(O)cc1)c1ccc(O)cc1)c1ccc(OC)c(OCCOCCO)c1, predict the reactants needed to synthesize it. The reactants are: CCC(=O)c1ccc(OC)c(OCCOCCO)c1.O=C(c1ccc(O)cc1)c1ccc(O)cc1. (3) Given the product CC(=O)O[C@]1(C(C)=O)CC[C@H]2[C@@H]3C=C(Cl)C4=CC(=O)[C@@H]5C[C@@H]5[C@]4(C)[C@H]3CC[C@@]21C, predict the reactants needed to synthesize it. The reactants are: CC(=O)O[C@]1(C(C)=O)CC[C@H]2[C@@H]3C=C(Cl)C4=CC(=O)C=C[C@]4(C)[C@H]3CC[C@@]21C.C[S+](C)(C)=O. (4) Given the product Cc1nc2c3c(c(C(=O)N(C)C)cn2c1CO)CCC(c1ccccc1)C3, predict the reactants needed to synthesize it. The reactants are: Cc1nc2c3c(c(C(=O)N(C)C)cn2c1C=O)CCC(c1ccccc1)C3. (5) Given the product Cn1cncc1C(CCC=O)(NS(=O)C(C)(C)C)c1ccc(C#N)c(F)c1, predict the reactants needed to synthesize it. The reactants are: Cn1cncc1C(CCCO)(NS(=O)C(C)(C)C)c1ccc(C#N)c(F)c1. (6) Given the product C#CC(C)(C)OC(C)Oc1ccc(NC(=O)N(C)C)cc1Cl, predict the reactants needed to synthesize it. The reactants are: C#CC(C)(C)OC(C)Cl.CN(C)C(=O)Nc1ccc(O)c(Cl)c1.